From a dataset of Catalyst prediction with 721,799 reactions and 888 catalyst types from USPTO. Predict which catalyst facilitates the given reaction. (1) Reactant: [CH:1]1([C:4]2[CH:15]=[C:14]([F:16])[C:7]3[C:8](=[O:13])[NH:9][CH2:10][CH2:11][O:12][C:6]=3[CH:5]=2)[CH2:3][CH2:2]1.[H-].[Na+].[Br:19][C:20]1[CH:25]=[CH:24][C:23]([CH2:26]Br)=[C:22]([F:28])[CH:21]=1. Product: [Br:19][C:20]1[CH:25]=[CH:24][C:23]([CH2:26][N:9]2[C:8](=[O:13])[C:7]3[C:14]([F:16])=[CH:15][C:4]([CH:1]4[CH2:3][CH2:2]4)=[CH:5][C:6]=3[O:12][CH2:11][CH2:10]2)=[C:22]([F:28])[CH:21]=1. The catalyst class is: 9. (2) Reactant: [CH2:1]([O:8][C:9]1[CH:14]=[C:13]([F:15])[C:12]([F:16])=[CH:11][C:10]=1Br)[C:2]1[CH:7]=[CH:6][CH:5]=[CH:4][CH:3]=1.P([O-])([O-])([O-])=O.[K+].[K+].[K+].O1CCO[CH2:28][CH2:27]1.C(B1OC(C)(C)C(C)(C)O1)=C. Product: [CH2:1]([O:8][C:9]1[CH:14]=[C:13]([F:15])[C:12]([F:16])=[CH:11][C:10]=1[CH:27]=[CH2:28])[C:2]1[CH:7]=[CH:6][CH:5]=[CH:4][CH:3]=1. The catalyst class is: 103. (3) Reactant: [CH2:1]([C:3]1[C:11]2[C:6](=[CH:7][CH:8]=[CH:9][C:10]=2[NH2:12])[N:5]([CH2:13][C:14]2[CH:18]=[CH:17][N:16]([CH:19]([CH3:21])[CH3:20])[N:15]=2)[N:4]=1)C.[Cl:22][C:23]1[CH:28]=[CH:27][N:26]2[C:29]([C:32]([O:34]CC)=O)=[CH:30][N:31]=[C:25]2[CH:24]=1.C[Si]([N-][Si](C)(C)C)(C)C.[Li+]. Product: [Cl:22][C:23]1[CH:28]=[CH:27][N:26]2[C:29]([C:32]([NH:12][C:10]3[CH:9]=[CH:8][CH:7]=[C:6]4[C:11]=3[C:3]([CH3:1])=[N:4][N:5]4[CH2:13][C:14]3[CH:18]=[CH:17][N:16]([CH:19]([CH3:20])[CH3:21])[N:15]=3)=[O:34])=[CH:30][N:31]=[C:25]2[CH:24]=1. The catalyst class is: 1. (4) The catalyst class is: 3. Reactant: CCN(C(C)C)C(C)C.[N:10]1[C:19]2[C:14](=[CH:15][CH:16]=[CH:17][CH:18]=2)[C:13]([C:20]([OH:22])=O)=[CH:12][CH:11]=1.CN(C(ON1N=NC2C=CC=CC1=2)=[N+](C)C)C.[B-](F)(F)(F)F.[NH:45]1[CH2:50][CH:49]=[C:48]([C:51]2[CH:52]=[CH:53][C:54]([CH2:57][C@@H:58]([C:70]([O:72]C)=[O:71])[NH:59][C:60](=[O:69])[C:61]3[C:66]([Cl:67])=[CH:65][CH:64]=[CH:63][C:62]=3[Cl:68])=[N:55][CH:56]=2)[CH2:47][CH2:46]1.[Li+].[OH-]. Product: [Cl:68][C:62]1[CH:63]=[CH:64][CH:65]=[C:66]([Cl:67])[C:61]=1[C:60]([NH:59][C@H:58]([C:70]([OH:72])=[O:71])[CH2:57][C:54]1[N:55]=[CH:56][C:51]([C:48]2[CH2:49][CH2:50][N:45]([C:20]([C:13]3[C:14]4[C:19](=[CH:18][CH:17]=[CH:16][CH:15]=4)[N:10]=[CH:11][CH:12]=3)=[O:22])[CH2:46][CH:47]=2)=[CH:52][CH:53]=1)=[O:69]. (5) The catalyst class is: 250. Reactant: Cl[C:2]1[N:7]=[CH:6][N:5]=[C:4]([NH:8][C:9]2[CH:14]=[CH:13][C:12]([Cl:15])=[CH:11][CH:10]=2)[C:3]=1[NH2:16].[NH:17]1[CH2:21][CH2:20][CH2:19][CH2:18]1. Product: [Cl:15][C:12]1[CH:13]=[CH:14][C:9]([NH:8][C:4]2[C:3]([NH2:16])=[C:2]([N:17]3[CH2:21][CH2:20][CH2:19][CH2:18]3)[N:7]=[CH:6][N:5]=2)=[CH:10][CH:11]=1.